Predict the product of the given reaction. From a dataset of Forward reaction prediction with 1.9M reactions from USPTO patents (1976-2016). (1) Given the reactants CO[C:3](=[O:17])[C:4]1[CH:9]=[CH:8][C:7]([CH2:10][N:11]2[CH2:16][CH2:15][CH2:14][CH2:13][CH2:12]2)=[N:6][CH:5]=1.[Mg+2].[Br-].[Br-].O(CC)CC.[CH:26]([N:29]1[CH2:34][CH2:33][NH:32][CH2:31][CH2:30]1)([CH3:28])[CH3:27], predict the reaction product. The product is: [NH3:6].[CH:26]([N:29]1[CH2:34][CH2:33][N:32]([C:3]([C:4]2[CH:5]=[N:6][C:7]([CH2:10][N:11]3[CH2:12][CH2:13][CH2:14][CH2:15][CH2:16]3)=[CH:8][CH:9]=2)=[O:17])[CH2:31][CH2:30]1)([CH3:28])[CH3:27]. (2) Given the reactants [S:1]1[CH:5]=[C:4]([C:6]([F:10])([F:9])[CH2:7][NH2:8])[C:3]2[CH:11]=[CH:12][CH:13]=[CH:14][C:2]1=2.[S:15](N)([NH2:18])(=[O:17])=[O:16], predict the reaction product. The product is: [S:1]1[CH:5]=[C:4]([C:6]([F:9])([F:10])[CH2:7][NH:8][S:15]([NH2:18])(=[O:17])=[O:16])[C:3]2[CH:11]=[CH:12][CH:13]=[CH:14][C:2]1=2. (3) Given the reactants [Br:1][C:2]1[C:3](=O)[C:4]([C:9]([NH2:11])=O)=[CH:5][NH:6][C:7]=1[CH3:8].P(Cl)(Cl)([Cl:15])=O, predict the reaction product. The product is: [Br:1][C:2]1[C:7]([CH3:8])=[N:6][CH:5]=[C:4]([C:3]=1[Cl:15])[C:9]#[N:11]. (4) Given the reactants [NH2:1][C:2]1[CH:3]=[CH:4][C:5]([S:20]([CH2:23][CH3:24])(=[O:22])=[O:21])=[C:6]([CH:19]=1)[CH2:7][NH:8][C:9](=[O:18])[O:10][CH2:11][C:12]1[CH:17]=[CH:16][CH:15]=[CH:14][CH:13]=1.[CH2:25](Cl)Cl.Cl[C:29]([O:31]C1C=CC=CC=1)=[O:30].N1[CH:43]=[CH:42][CH:41]=[CH:40][CH:39]=1, predict the reaction product. The product is: [CH2:11]([O:10][C:9]([NH:8][CH2:7][C:6]1[CH:19]=[C:2]([N:1]([C:39]2[CH:25]=[CH:43][CH:42]=[CH:41][CH:40]=2)[C:29](=[O:30])[OH:31])[CH:3]=[CH:4][C:5]=1[S:20]([CH2:23][CH3:24])(=[O:22])=[O:21])=[O:18])[C:12]1[CH:17]=[CH:16][CH:15]=[CH:14][CH:13]=1. (5) Given the reactants Br[C:2]1[N:7]=[CH:6][CH:5]=[CH:4][N:3]=1.C([Li])CCC.[O:13]1[C:17]2([CH2:22][CH2:21][C:20](=[O:23])[CH2:19][CH2:18]2)[O:16][CH2:15][CH2:14]1, predict the reaction product. The product is: [N:3]1[CH:4]=[CH:5][CH:6]=[N:7][C:2]=1[C:20]1([OH:23])[CH2:21][CH2:22][C:17]2([O:16][CH2:15][CH2:14][O:13]2)[CH2:18][CH2:19]1. (6) Given the reactants C([O:4][CH2:5][C@H:6]([N:8]1[CH:17]=[CH:16][C:15]2[C:10](=[CH:11][CH:12]=[C:13]([Cl:33])[C:14]=2[NH:18][C:19](=[O:32])[CH2:20][C:21]2[CH:26]=[CH:25][C:24]([F:27])=[C:23]([C:28]([F:31])([F:30])[F:29])[CH:22]=2)[C:9]1=[O:34])[CH3:7])(=O)C.C(=O)([O-])[O-].[K+].[K+].CO, predict the reaction product. The product is: [Cl:33][C:13]1[C:14]([NH:18][C:19](=[O:32])[CH2:20][C:21]2[CH:26]=[CH:25][C:24]([F:27])=[C:23]([C:28]([F:30])([F:31])[F:29])[CH:22]=2)=[C:15]2[C:10](=[CH:11][CH:12]=1)[C:9](=[O:34])[N:8]([C@H:6]([CH3:7])[CH2:5][OH:4])[CH:17]=[CH:16]2.